This data is from Reaction yield outcomes from USPTO patents with 853,638 reactions. The task is: Predict the reaction yield, written as a fraction of the theoretical maximum amount of product (1.0 means a 100% yield; for example, 0.34 means a 34% yield). (1) The reactants are C([O-])=O.[NH4+].C([O:12][C:13]1[CH:39]=[CH:38][C:16]([C:17]([NH:19][CH2:20][C:21](=[O:37])[N:22]2[CH2:27][CH2:26][N:25]([C:28](=[O:36])[CH2:29][C:30]3[CH:35]=[CH:34][CH:33]=[CH:32][CH:31]=3)[CH2:24][CH2:23]2)=[O:18])=[CH:15][CH:14]=1)C1C=CC=CC=1. The catalyst is CO.[Pd]. The product is [OH:12][C:13]1[CH:14]=[CH:15][C:16]([C:17]([NH:19][CH2:20][C:21](=[O:37])[N:22]2[CH2:23][CH2:24][N:25]([C:28](=[O:36])[CH2:29][C:30]3[CH:31]=[CH:32][CH:33]=[CH:34][CH:35]=3)[CH2:26][CH2:27]2)=[O:18])=[CH:38][CH:39]=1. The yield is 0.700. (2) The reactants are [OH:1][C@H:2]1[C:10]2[C:5](=[C:6]([C:11]3[N:15]=[C:14]([C:16]4[CH:17]=[CH:18][C:19]([O:24][CH:25]([CH3:27])[CH3:26])=[C:20]([CH:23]=4)[C:21]#[N:22])[O:13][N:12]=3)[CH:7]=[CH:8][CH:9]=2)[CH2:4][CH2:3]1.N1C=CC=CC=1.[C:34](Cl)(=[O:39])[C:35]([CH3:38])([CH3:37])[CH3:36]. The catalyst is C(Cl)Cl. The product is [C:34]([O:1][C@H:2]1[C:10]2[C:5](=[C:6]([C:11]3[N:15]=[C:14]([C:16]4[CH:17]=[CH:18][C:19]([O:24][CH:25]([CH3:27])[CH3:26])=[C:20]([C:21]#[N:22])[CH:23]=4)[O:13][N:12]=3)[CH:7]=[CH:8][CH:9]=2)[CH2:4][CH2:3]1)(=[O:39])[C:35]([CH3:38])([CH3:37])[CH3:36]. The yield is 0.520. (3) The reactants are Cl.[NH2:2][C@H:3]1[CH2:6][C@H:5]([N:7]2[C:11]3=[N:12][CH:13]=[C:14]([Br:16])[N:15]=[C:10]3[N:9]([CH:17]3[CH2:19][CH2:18]3)[C:8]2=[O:20])[CH2:4]1.Cl[C:22]1[N:31]=[CH:30][C:29]2[C:24](=[CH:25][C:26]([F:32])=[CH:27][CH:28]=2)[N:23]=1.CS(C)=O.C(N(CC)C(C)C)(C)C. The catalyst is O.Cl.O1CCOCC1. The product is [Br:16][C:14]1[N:15]=[C:10]2[N:9]([CH:17]3[CH2:18][CH2:19]3)[C:8](=[O:20])[N:7]([C@H:5]3[CH2:6][C@H:3]([NH:2][C:22]4[N:31]=[CH:30][C:29]5[C:24](=[CH:25][C:26]([F:32])=[CH:27][CH:28]=5)[N:23]=4)[CH2:4]3)[C:11]2=[N:12][CH:13]=1. The yield is 0.270. (4) The reactants are Br[C:2]1[CH:7]=[CH:6][C:5]([NH:8][C:9]#[N:10])=[CH:4][CH:3]=1.[CH3:11][N:12]1[C:16]([C:17]#[N:18])=[CH:15][CH:14]=[C:13]1B(O)O.[F-].[K+].[Br-]. The catalyst is C1C=CC(/C=C/C(/C=C/C2C=CC=CC=2)=O)=CC=1.C1C=CC(/C=C/C(/C=C/C2C=CC=CC=2)=O)=CC=1.C1C=CC(/C=C/C(/C=C/C2C=CC=CC=2)=O)=CC=1.[Pd].[Pd].C(P(C(C)(C)C)C(C)(C)C)(C)(C)C.C1COCC1. The product is [C:17]([C:16]1[N:12]([CH3:11])[C:13]([C:2]2[CH:7]=[CH:6][C:5]([NH:8][C:9]#[N:10])=[CH:4][CH:3]=2)=[CH:14][CH:15]=1)#[N:18]. The yield is 0.330.